The task is: Predict the product of the given reaction.. This data is from Forward reaction prediction with 1.9M reactions from USPTO patents (1976-2016). (1) Given the reactants [C:1]([O:5][C:6]([NH:8][C@H:9]([CH2:16][OH:17])[CH2:10][CH2:11][C:12]([O:14][CH3:15])=[O:13])=[O:7])([CH3:4])([CH3:3])[CH3:2].CO[C:20]([CH3:22])=[CH2:21].CCN(CC)CC, predict the reaction product. The product is: [CH3:15][O:14][C:12](=[O:13])[CH2:11][CH2:10][C@H:9]1[CH2:16][O:17][C:20]([CH3:22])([CH3:21])[N:8]1[C:6]([O:5][C:1]([CH3:2])([CH3:4])[CH3:3])=[O:7]. (2) Given the reactants [CH3:1][O:2][C:3](=[O:24])/[C:4](/[C:11]1[CH:16]=[CH:15][C:14]([N:17]2[C:21]([CH3:22])=[N:20][N:19]=[N:18]2)=[C:13]([Cl:23])[CH:12]=1)=[CH:5]/[CH:6]1[CH2:10][CH2:9][CH2:8][CH2:7]1.[BH4-].[Na+], predict the reaction product. The product is: [CH3:1][O:2][C:3](=[O:24])[CH:4]([C:11]1[CH:16]=[CH:15][C:14]([N:17]2[C:21]([CH3:22])=[N:20][N:19]=[N:18]2)=[C:13]([Cl:23])[CH:12]=1)[CH2:5][CH:6]1[CH2:7][CH2:8][CH2:9][CH2:10]1.